The task is: Regression. Given a peptide amino acid sequence and an MHC pseudo amino acid sequence, predict their binding affinity value. This is MHC class I binding data.. This data is from Peptide-MHC class I binding affinity with 185,985 pairs from IEDB/IMGT. The peptide sequence is TGIAIIAYI. The MHC is HLA-B40:01 with pseudo-sequence HLA-B40:01. The binding affinity (normalized) is 0.213.